From a dataset of Forward reaction prediction with 1.9M reactions from USPTO patents (1976-2016). Predict the product of the given reaction. (1) Given the reactants [O-:1]I(=O)(=O)=O.[Na+].[CH3:7][C:8]([CH3:29])([Si:10]([CH3:28])([CH3:27])[O:11][CH2:12][CH2:13][CH2:14][S:15][CH2:16][CH2:17][CH2:18][O:19][Si:20]([CH3:26])([CH3:25])[C:21]([CH3:24])([CH3:23])[CH3:22])[CH3:9], predict the reaction product. The product is: [CH3:9][C:8]([CH3:29])([Si:10]([CH3:28])([CH3:27])[O:11][CH2:12][CH2:13][CH2:14][S:15](=[O:1])[CH2:16][CH2:17][CH2:18][O:19][Si:20]([CH3:26])([CH3:25])[C:21]([CH3:22])([CH3:23])[CH3:24])[CH3:7]. (2) Given the reactants [Cl:1][C:2]1[CH:27]=[CH:26][C:5]([CH2:6][C:7](=[CH:22][N:23](C)C)[C:8]([C@H:10]2[CH2:14][CH2:13][CH2:12][N:11]2[C:15]([O:17][C:18]([CH3:21])([CH3:20])[CH3:19])=[O:16])=O)=[CH:4][CH:3]=1.[NH2:28]N, predict the reaction product. The product is: [Cl:1][C:2]1[CH:27]=[CH:26][C:5]([CH2:6][C:7]2[CH:22]=[N:23][NH:28][C:8]=2[C@H:10]2[CH2:14][CH2:13][CH2:12][N:11]2[C:15]([O:17][C:18]([CH3:21])([CH3:20])[CH3:19])=[O:16])=[CH:4][CH:3]=1. (3) Given the reactants CC1C=C(N2CCN(CCOC3C=CC=CC=3)C2=O)SC=1C(OCC)=O.[C:27]([O:31][C:32]([NH:34][C:35]1[CH:58]=[CH:57][C:38]([CH2:39][N:40]2[CH2:44][CH2:43][N:42]([C:45]3[S:49][C:48]([C:50]([O:52]CC)=[O:51])=[C:47]([CH3:55])[CH:46]=3)[C:41]2=[O:56])=[CH:37][CH:36]=1)=[O:33])([CH3:30])([CH3:29])[CH3:28], predict the reaction product. The product is: [C:27]([O:31][C:32]([NH:34][C:35]1[CH:58]=[CH:57][C:38]([CH2:39][N:40]2[CH2:44][CH2:43][N:42]([C:45]3[S:49][C:48]([C:50]([OH:52])=[O:51])=[C:47]([CH3:55])[CH:46]=3)[C:41]2=[O:56])=[CH:37][CH:36]=1)=[O:33])([CH3:30])([CH3:28])[CH3:29]. (4) Given the reactants [N:1]([C:4]1[CH:12]=[CH:11][C:7]([C:8]([OH:10])=O)=[CH:6][CH:5]=1)=[N+:2]=[N-:3].C1C=CC2N(O)N=NC=2C=1.[CH2:23]([NH2:30])[C:24]1[CH:29]=[CH:28][CH:27]=[CH:26][CH:25]=1.CCN=C=NCCCN(C)C, predict the reaction product. The product is: [N:1]([C:4]1[CH:5]=[CH:6][C:7]([C:8]([NH:30][CH2:23][C:24]2[CH:29]=[CH:28][CH:27]=[CH:26][CH:25]=2)=[O:10])=[CH:11][CH:12]=1)=[N+:2]=[N-:3]. (5) Given the reactants [Cl:1][C:2]1[CH:10]=[C:9]([N+:11]([O-:13])=[O:12])[CH:8]=[C:7]([Cl:14])[C:3]=1[C:4]([OH:6])=[O:5].S(Cl)(Cl)=O.[CH2:19](Cl)Cl, predict the reaction product. The product is: [Cl:1][C:2]1[CH:10]=[C:9]([N+:11]([O-:13])=[O:12])[CH:8]=[C:7]([Cl:14])[C:3]=1[C:4]([O:6][CH3:19])=[O:5]. (6) Given the reactants [OH:1][C:2]1[C:11]2[NH:10][C:9](=[O:12])[CH2:8][O:7][C:6]=2[CH:5]=[CH:4][CH:3]=1.C([O-])([O-])=O.[K+].[K+].Br[CH2:20][C:21]([O:23][CH2:24][CH3:25])=[O:22], predict the reaction product. The product is: [O:12]=[C:9]1[CH2:8][O:7][C:6]2[CH:5]=[CH:4][CH:3]=[C:2]([O:1][CH2:20][C:21]([O:23][CH2:24][CH3:25])=[O:22])[C:11]=2[NH:10]1.